This data is from Full USPTO retrosynthesis dataset with 1.9M reactions from patents (1976-2016). The task is: Predict the reactants needed to synthesize the given product. (1) Given the product [OH:9][C@@H:7]1[CH2:6][CH2:5][C@H:4]([C:10]([O:12][CH3:13])=[O:11])[C@H:3]([O:2][CH3:1])[CH2:8]1, predict the reactants needed to synthesize it. The reactants are: [CH3:1][O:2][C@@H:3]1[CH2:8][C:7](=[O:9])[CH2:6][CH2:5][C@@H:4]1[C:10]([O:12][CH3:13])=[O:11].[BH4-].[Na+]. (2) Given the product [CH3:3][N:4]1[CH:5]=[C:6]([C:12]([OH:14])=[O:13])[C:7]([C:9]([OH:11])=[O:10])=[CH:8]1, predict the reactants needed to synthesize it. The reactants are: [OH-].[Li+].[CH3:3][N:4]1[CH:8]=[C:7]([C:9]([O-:11])=[O:10])[C:6]([C:12]([O:14]CC)=[O:13])=[CH:5]1. (3) Given the product [ClH:19].[F:33][C:23]1[C:22]([CH2:21][CH2:20][N:16]2[CH2:15][CH2:14][N:13]([C:4]3[CH:3]=[C:2]([F:1])[CH:11]=[C:10]4[C:5]=3[CH:6]=[CH:7][C:8]([CH3:12])=[N:9]4)[CH2:18][CH2:17]2)=[CH:32][C:26]2[NH:27][C:28](=[O:31])[CH2:29][O:30][C:25]=2[CH:24]=1, predict the reactants needed to synthesize it. The reactants are: [F:1][C:2]1[CH:11]=[C:10]2[C:5]([CH:6]=[CH:7][C:8]([CH3:12])=[N:9]2)=[C:4]([N:13]2[CH2:18][CH2:17][NH:16][CH2:15][CH2:14]2)[CH:3]=1.[Cl:19][CH2:20][CH2:21][C:22]1[C:23]([F:33])=[CH:24][C:25]2[O:30][CH2:29][C:28](=[O:31])[NH:27][C:26]=2[CH:32]=1. (4) Given the product [O:1]1[CH:5]=[CH:4][CH:3]=[C:2]1[C:6]1[O:7][C:8]([CH3:42])=[C:9]([CH2:11][O:12][C:13]2[CH:39]=[CH:38][C:16]([CH2:17][O:18][C:19]3[C:23](/[CH:24]=[C:25]4/[C:26](=[O:31])[N:27]([CH3:43])[C:28](=[O:30])[S:29]/4)=[CH:22][N:21]([C:32]4[CH:33]=[CH:34][CH:35]=[CH:36][CH:37]=4)[N:20]=3)=[CH:15][C:14]=2[O:40][CH3:41])[N:10]=1, predict the reactants needed to synthesize it. The reactants are: [O:1]1[CH:5]=[CH:4][CH:3]=[C:2]1[C:6]1[O:7][C:8]([CH3:42])=[C:9]([CH2:11][O:12][C:13]2[CH:39]=[CH:38][C:16]([CH2:17][O:18][C:19]3[C:23](/[CH:24]=[C:25]4/[C:26](=[O:31])[NH:27][C:28](=[O:30])[S:29]/4)=[CH:22][N:21]([C:32]4[CH:37]=[CH:36][CH:35]=[CH:34][CH:33]=4)[N:20]=3)=[CH:15][C:14]=2[O:40][CH3:41])[N:10]=1.[CH3:43]N(C)C=O.[H-].[Na+].CI.